From a dataset of Forward reaction prediction with 1.9M reactions from USPTO patents (1976-2016). Predict the product of the given reaction. (1) Given the reactants C(OC(=O)C(CS(N1CCN(C2C=CC(Br)=CC=2)CC1)(=O)=O)C(C)C)(C)(C)C.Cl.Cl.[F:31][C:32]1[CH:37]=[CH:36][C:35]([C:38]2[CH:39]=[CH:40][C:41]([N:44]3[CH2:49][CH2:48][NH:47][CH2:46][CH2:45]3)=[N:42][CH:43]=2)=[CH:34][CH:33]=1.[CH2:50]([C@@H:57]1[CH2:61][O:60][C:59](=[O:62])[N:58]1[C:63](=[O:73])[C@H:64]([CH2:68][S:69](Cl)(=[O:71])=[O:70])[CH:65]([CH3:67])[CH3:66])[C:51]1[CH:56]=[CH:55][CH:54]=[CH:53][CH:52]=1, predict the reaction product. The product is: [CH2:50]([C@@H:57]1[CH2:61][O:60][C:59](=[O:62])[N:58]1[C:63](=[O:73])[C@H:64]([CH2:68][S:69]([N:47]1[CH2:46][CH2:45][N:44]([C:41]2[CH:40]=[CH:39][C:38]([C:35]3[CH:34]=[CH:33][C:32]([F:31])=[CH:37][CH:36]=3)=[CH:43][N:42]=2)[CH2:49][CH2:48]1)(=[O:71])=[O:70])[CH:65]([CH3:67])[CH3:66])[C:51]1[CH:56]=[CH:55][CH:54]=[CH:53][CH:52]=1. (2) Given the reactants [NH2:1][C:2]1[CH:14]=[CH:13][C:5]([CH2:6]CP(=O)OCC)=[CH:4][C:3]=1[O:15][CH3:16].[CH2:17]([O:19][P:20]([O:24]CC)[O:21][CH2:22][CH3:23])[CH3:18], predict the reaction product. The product is: [NH2:1][C:2]1[CH:14]=[CH:13][C:5]([CH2:6][P:20](=[O:24])([O:21][CH2:22][CH3:23])[O:19][CH2:17][CH3:18])=[CH:4][C:3]=1[O:15][CH3:16]. (3) The product is: [CH3:1][S:2]([NH:6][C:7]1[CH:16]=[CH:15][CH:14]=[C:13]2[C:8]=1[CH:9]=[CH:10][N:11]=[CH:12]2)(=[O:4])=[O:3]. Given the reactants [CH3:1][S:2](Cl)(=[O:4])=[O:3].[NH2:6][C:7]1[CH:16]=[CH:15][CH:14]=[C:13]2[C:8]=1[CH:9]=[CH:10][N:11]=[CH:12]2.C(O)(=O)CC(CC(O)=O)(C(O)=O)O, predict the reaction product. (4) Given the reactants [C:1]([C:5]1[O:9][N:8]=[C:7]([NH2:10])[CH:6]=1)([CH3:4])([CH3:3])[CH3:2].C(=O)([O-])[O-].[K+].[K+].Cl[C:18]([O:20][C:21]1[CH:26]=[CH:25][CH:24]=[CH:23][CH:22]=1)=[O:19], predict the reaction product. The product is: [C:1]([C:5]1[O:9][N:8]=[C:7]([NH:10][C:18](=[O:19])[O:20][C:21]2[CH:26]=[CH:25][CH:24]=[CH:23][CH:22]=2)[CH:6]=1)([CH3:4])([CH3:3])[CH3:2]. (5) Given the reactants Br[C:2]1[C:10]2[N:9]3[CH2:11][CH2:12][CH2:13][NH:14][C:15](=[O:16])[C:8]3=[C:7]([CH3:17])[C:6]=2[CH:5]=[C:4]([C:18]#[N:19])[CH:3]=1.[F:20][C:21]1[CH:26]=[C:25](B(O)O)[CH:24]=[CH:23][N:22]=1, predict the reaction product. The product is: [F:20][C:21]1[CH:26]=[C:25]([C:2]2[C:10]3[N:9]4[CH2:11][CH2:12][CH2:13][NH:14][C:15](=[O:16])[C:8]4=[C:7]([CH3:17])[C:6]=3[CH:5]=[C:4]([C:18]#[N:19])[CH:3]=2)[CH:24]=[CH:23][N:22]=1. (6) Given the reactants [H-].[Na+].[CH2:3]([C:10]1[C:11](=[O:17])[NH:12][CH:13]=[C:14]([CH3:16])[CH:15]=1)[C:4]1[CH:9]=[CH:8][CH:7]=[CH:6][CH:5]=1.Br[CH2:19][C:20]([O:22][CH2:23][CH3:24])=[O:21], predict the reaction product. The product is: [CH2:3]([C:10]1[C:11](=[O:17])[N:12]([CH2:19][C:20]([O:22][CH2:23][CH3:24])=[O:21])[CH:13]=[C:14]([CH3:16])[CH:15]=1)[C:4]1[CH:9]=[CH:8][CH:7]=[CH:6][CH:5]=1.